This data is from Reaction yield outcomes from USPTO patents with 853,638 reactions. The task is: Predict the reaction yield, written as a fraction of the theoretical maximum amount of product (1.0 means a 100% yield; for example, 0.34 means a 34% yield). (1) The reactants are Cl.[F:2][C:3]1[CH:8]=[CH:7][C:6]([NH:9][NH2:10])=[C:5]([CH3:11])[CH:4]=1.C(N(CC)CC)C.FC(F)(F)C(O)=O.[F:26][C:27]([F:45])([F:44])[C:28](=O)[CH2:29][C:30]([C:32]1[CH:42]=[CH:41][C:35]2[O:36][CH2:37][C:38](=[O:40])[NH:39][C:34]=2[CH:33]=1)=O. The catalyst is C(O)(C)C.O. The product is [F:2][C:3]1[CH:8]=[CH:7][C:6]([N:9]2[C:30]([C:32]3[CH:42]=[CH:41][C:35]4[O:36][CH2:37][C:38](=[O:40])[NH:39][C:34]=4[CH:33]=3)=[CH:29][C:28]([C:27]([F:45])([F:44])[F:26])=[N:10]2)=[C:5]([CH3:11])[CH:4]=1. The yield is 0.540. (2) The catalyst is O.C(Cl)Cl.CO.CC(N(C)C)=O.C1COCC1. The yield is 0.950. The product is [Cl:15][C:16]1[CH:21]=[CH:20][C:19]([NH:22][C:23]2[C:24]3[CH:32]=[C:31]([NH:33][C:34](=[O:44])/[CH:35]=[CH:4]/[CH2:5][N:6]([CH3:7])[CH3:8])[N:30]=[CH:29][C:25]=3[N:26]=[CH:27][N:28]=2)=[CH:18][C:17]=1[C:45]#[CH:46]. The reactants are C(O[CH:4](OCC)[CH2:5][N:6]([CH3:8])[CH3:7])C.Cl.[OH-].[K+].[Cl:15][C:16]1[CH:21]=[CH:20][C:19]([NH:22][C:23]2[C:24]3[CH:32]=[C:31]([NH:33][C:34](=[O:44])[CH2:35]P(=O)(OCC)OCC)[N:30]=[CH:29][C:25]=3[N:26]=[CH:27][N:28]=2)=[CH:18][C:17]=1[C:45]#[CH:46].[Li+].[Cl-].